The task is: Regression. Given a peptide amino acid sequence and an MHC pseudo amino acid sequence, predict their binding affinity value. This is MHC class II binding data.. This data is from Peptide-MHC class II binding affinity with 134,281 pairs from IEDB. The peptide sequence is DFQEFAKLLFTNPVK. The MHC is DRB1_0405 with pseudo-sequence DRB1_0405. The binding affinity (normalized) is 0.409.